From a dataset of Forward reaction prediction with 1.9M reactions from USPTO patents (1976-2016). Predict the product of the given reaction. (1) Given the reactants C=O.[CH2:3](O)C.[CH3:6][NH:7][CH3:8].[Br:9][C:10]1[C:18]([OH:19])=[CH:17][C:16]([OH:20])=[C:15]([Br:21])[C:11]=1[C:12]([OH:14])=[O:13], predict the reaction product. The product is: [Br:9][C:10]1[CH:18]([OH:19])[C:17](=[CH:6][N:7]([CH3:3])[CH3:8])[C:16]([OH:20])=[C:15]([Br:21])[C:11]=1[C:12]([OH:14])=[O:13]. (2) Given the reactants C[N+:2]([CH2:5][C:6]([O-])=O)(C)C.C[C@@H]([C@@H]1[C@@:21]2(C)[CH2:22][CH2:23][CH2:24]/[C:25](=C\C=[C:20]3\[CH2:25][C@@H:24](O)[CH2:23][CH2:22][C:21]\3=C)/[C@@H:20]2CC1)CCCC(C)C, predict the reaction product. The product is: [C:20]1([CH2:6][CH2:5][NH2:2])[CH:21]=[CH:22][CH:23]=[CH:24][CH:25]=1.